From a dataset of Full USPTO retrosynthesis dataset with 1.9M reactions from patents (1976-2016). Predict the reactants needed to synthesize the given product. (1) Given the product [CH2:1]([CH:8]1[CH2:15][CH2:14][CH2:13][C:12](=[O:16])[CH:11]=[CH:10][CH2:9]1)[C:2]1[CH:7]=[CH:6][CH:5]=[CH:4][CH:3]=1, predict the reactants needed to synthesize it. The reactants are: [CH2:1]([CH:8]1[CH2:15][CH2:14][CH2:13][C:12](=[O:16])[CH2:11][CH2:10][CH2:9]1)[C:2]1[CH:7]=[CH:6][CH:5]=[CH:4][CH:3]=1.C1([Se]Cl)C=CC=CC=1.O. (2) Given the product [C:1]([O:5][C:6]([NH:8][CH2:9][CH2:10][O:11][C:12]1[CH:17]=[CH:16][C:15]([F:18])=[CH:14][C:13]=1[C:19]1[CH:24]=[CH:23][N:22]=[C:21]2[NH:25][C:26]([C:28]3[CH2:33][CH2:32][N:31]([C:34]([O:36][C:37]([CH3:40])([CH3:39])[CH3:38])=[O:35])[CH2:30][CH:29]=3)=[CH:27][C:20]=12)=[O:7])([CH3:4])([CH3:3])[CH3:2], predict the reactants needed to synthesize it. The reactants are: [C:1]([O:5][C:6]([NH:8][CH2:9][CH2:10][O:11][C:12]1[CH:17]=[CH:16][C:15]([F:18])=[CH:14][C:13]=1[C:19]1[CH:24]=[CH:23][N:22]=[C:21]2[N:25](S(C3C=CC(C)=CC=3)(=O)=O)[C:26]([C:28]3[CH2:33][CH2:32][N:31]([C:34]([O:36][C:37]([CH3:40])([CH3:39])[CH3:38])=[O:35])[CH2:30][CH:29]=3)=[CH:27][C:20]=12)=[O:7])([CH3:4])([CH3:3])[CH3:2].[OH-].[Na+]. (3) Given the product [CH2:1]([O:3][C:4]([C@@H:6]1[CH2:10][C@@H:9]([S:25][C:26]2[N:27]=[N:28][C:29]([CH3:32])=[CH:30][CH:31]=2)[CH2:8][C@H:7]1[C:16]([N:18]1[CH2:22][CH2:21][C:20]([F:23])([F:24])[CH2:19]1)=[O:17])=[O:5])[CH3:2], predict the reactants needed to synthesize it. The reactants are: [CH2:1]([O:3][C:4]([C@@H:6]1[CH2:10][C@H:9](OS(C)(=O)=O)[CH2:8][C@H:7]1[C:16]([N:18]1[CH2:22][CH2:21][C:20]([F:24])([F:23])[CH2:19]1)=[O:17])=[O:5])[CH3:2].[SH:25][C:26]1[N:27]=[N:28][C:29]([CH3:32])=[CH:30][CH:31]=1. (4) The reactants are: [F:1][CH:2]([F:26])[C:3]1[NH:4][C:5]([CH:23]([F:25])[F:24])=[C:6]([C:21]#[N:22])[CH:7]([C:11]2[CH:12]=[C:13]3[C:17](=[CH:18][CH:19]=2)[NH:16][N:15]=[C:14]3[CH3:20])[C:8]=1[C:9]#[N:10].C(=O)([O-])O.[OH:31][CH2:32][CH2:33][N+:34]([CH3:37])([CH3:36])[CH3:35].C1COCC1. Given the product [C:9]([C:8]1[CH:7]([C:11]2[CH:12]=[C:13]3[C:17](=[CH:18][CH:19]=2)[NH:16][N:15]=[C:14]3[CH3:20])[C:6]([C:21]#[N:22])=[C:5]([CH:23]([F:24])[F:25])[N-:4][C:3]=1[CH:2]([F:1])[F:26])#[N:10].[OH:31][CH2:32][CH2:33][N+:34]([CH3:37])([CH3:36])[CH3:35], predict the reactants needed to synthesize it. (5) Given the product [CH2:68]([O:75][C:76](=[O:84])[CH2:77][C@@H:78]([NH:83][C:38](=[O:39])[CH2:37][CH2:36][CH2:35][CH2:34][CH2:33][CH2:32][CH2:31][CH2:30][O:29][C:28]1[CH:40]=[CH:41][C:25]([C:24]([F:42])([F:43])[F:23])=[CH:26][CH:27]=1)[CH2:79][N:80]([CH3:81])[CH3:82])[C:69]1[CH:74]=[CH:73][CH:72]=[CH:71][CH:70]=1, predict the reactants needed to synthesize it. The reactants are: FC(F)(F)C1C=CC(O)=CC=1.BrCCCCCCCCCO.[F:23][C:24]([F:43])([F:42])[C:25]1[CH:41]=[CH:40][C:28]([O:29][CH2:30][CH2:31][CH2:32][CH2:33][CH2:34][CH2:35][CH2:36][CH2:37][CH2:38][OH:39])=[CH:27][CH:26]=1.FC(F)(F)C1C=CC(OCCCCCCCCC(O)=O)=CC=1.Cl.Cl.[CH2:68]([O:75][C:76](=[O:84])[CH2:77][C@@H:78]([NH2:83])[CH2:79][N:80]([CH3:82])[CH3:81])[C:69]1[CH:74]=[CH:73][CH:72]=[CH:71][CH:70]=1. (6) Given the product [CH3:1][N:2]1[CH2:3][CH2:4][N:5]([C:8]2[CH:9]=[CH:10][C:11]([NH:14][CH:15]=[C:16]3[C:25]4[C:20](=[CH:21][CH:22]=[C:23]([C:26]5[CH:30]=[CH:29][N:28]([CH2:42][C:43]([NH2:45])=[O:44])[CH:27]=5)[CH:24]=4)[C:19](=[O:31])[NH:18][C:17]3=[O:32])=[CH:12][CH:13]=2)[CH2:6][CH2:7]1, predict the reactants needed to synthesize it. The reactants are: [CH3:1][N:2]1[CH2:7][CH2:6][N:5]([C:8]2[CH:13]=[CH:12][C:11]([NH:14][CH:15]=[C:16]3[C:25]4[C:20](=[CH:21][CH:22]=[C:23]([C:26]5[CH:30]=[CH:29][NH:28][CH:27]=5)[CH:24]=4)[C:19](=[O:31])[NH:18][C:17]3=[O:32])=[CH:10][CH:9]=2)[CH2:4][CH2:3]1.C(=O)([O-])[O-].[K+].[K+].[I-].[Na+].Br[CH2:42][C:43]([NH2:45])=[O:44]. (7) Given the product [CH3:15][C:12]1([CH3:16])[O:13][CH2:14][C:8]2=[C:7]([NH:17][CH2:18][CH2:19][C:20]3[CH:25]=[CH:24][CH:23]=[CH:22][CH:21]=3)[N:6]=[C:5]3[S:4][C:3]4[C:26](=[O:27])[NH:28][CH:30]=[N:1][C:2]=4[C:10]3=[C:9]2[CH2:11]1, predict the reactants needed to synthesize it. The reactants are: [NH2:1][C:2]1[C:10]2[C:5](=[N:6][C:7]([NH:17][CH2:18][CH2:19][C:20]3[CH:25]=[CH:24][CH:23]=[CH:22][CH:21]=3)=[C:8]3[CH2:14][O:13][C:12]([CH3:16])([CH3:15])[CH2:11][C:9]3=2)[S:4][C:3]=1[C:26]([NH2:28])=[O:27].O.[C:30]1(C)C=CC(S(O)(=O)=O)=CC=1. (8) Given the product [Br:1][C:2]1[C:8]([CH3:9])=[CH:7][CH:6]=[CH:5][C:3]=1[NH:4][C:20](=[O:21])[O:22][C:23]([CH3:26])([CH3:25])[CH3:24], predict the reactants needed to synthesize it. The reactants are: [Br:1][C:2]1[C:8]([CH3:9])=[CH:7][CH:6]=[CH:5][C:3]=1[NH2:4].C[Si]([N-][Si](C)(C)C)(C)C.[Na+].[C:20](O[C:20]([O:22][C:23]([CH3:26])([CH3:25])[CH3:24])=[O:21])([O:22][C:23]([CH3:26])([CH3:25])[CH3:24])=[O:21]. (9) Given the product [CH3:36][O:35][C:29]1[CH:28]=[C:27]([C:21]2[C:22]([CH3:26])([CH3:25])[C:23](=[O:24])[N:19]([CH:16]3[CH2:17][CH2:18][N:13]([C:11]([C:6]4[CH:7]=[CH:8][CH:9]=[CH:10][C:5]=4[OH:4])=[O:12])[CH2:14][CH2:15]3)[N:20]=2)[CH:32]=[CH:31][C:30]=1[O:33][CH3:34], predict the reactants needed to synthesize it. The reactants are: C([O:4][C:5]1[CH:10]=[CH:9][CH:8]=[CH:7][C:6]=1[C:11]([N:13]1[CH2:18][CH2:17][CH:16]([N:19]2[C:23](=[O:24])[C:22]([CH3:26])([CH3:25])[C:21]([C:27]3[CH:32]=[CH:31][C:30]([O:33][CH3:34])=[C:29]([O:35][CH3:36])[CH:28]=3)=[N:20]2)[CH2:15][CH2:14]1)=[O:12])(=O)C.[OH-].[Na+].Cl.